From a dataset of Full USPTO retrosynthesis dataset with 1.9M reactions from patents (1976-2016). Predict the reactants needed to synthesize the given product. Given the product [NH2:15][C:14]1[C:9]([NH:8][CH:5]2[CH2:6][CH2:7][C:2]([CH2:21][C:22]#[N:23])([OH:1])[CH2:3][CH2:4]2)=[C:10]2[S:20][CH:19]=[CH:18][C:11]2=[N:12][CH:13]=1, predict the reactants needed to synthesize it. The reactants are: [OH:1][C:2]1([CH2:21][C:22]#[N:23])[CH2:7][CH2:6][CH:5]([NH:8][C:9]2[C:14]([N+:15]([O-])=O)=[CH:13][N:12]=[C:11]3[CH:18]=[CH:19][S:20][C:10]=23)[CH2:4][CH2:3]1.